Dataset: Full USPTO retrosynthesis dataset with 1.9M reactions from patents (1976-2016). Task: Predict the reactants needed to synthesize the given product. (1) Given the product [S:1]1[C:5]2[CH:6]=[CH:7][CH:8]=[CH:9][C:4]=2[C:3]([CH2:10][CH2:11][I:32])=[CH:2]1, predict the reactants needed to synthesize it. The reactants are: [S:1]1[C:5]2[CH:6]=[CH:7][CH:8]=[CH:9][C:4]=2[C:3]([CH2:10][CH2:11]O)=[CH:2]1.C1(P(C2C=CC=CC=2)C2C=CC=CC=2)C=CC=CC=1.[I:32]I.N1C=CN=C1. (2) The reactants are: CS(O[CH2:6][CH2:7][C:8]1[N:9]=[C:10]([C:14]2[CH:19]=[CH:18][N:17]=[C:16]([CH2:20][CH3:21])[CH:15]=2)[S:11][C:12]=1[CH3:13])(=O)=O.[N-:22]=[N+:23]=[N-:24].[Na+]. Given the product [N:22]([CH2:6][CH2:7][C:8]1[N:9]=[C:10]([C:14]2[CH:19]=[CH:18][N:17]=[C:16]([CH2:20][CH3:21])[CH:15]=2)[S:11][C:12]=1[CH3:13])=[N+:23]=[N-:24], predict the reactants needed to synthesize it. (3) Given the product [Cl:1][C:2]1[CH:7]=[CH:6][CH:5]=[C:4]([Cl:8])[C:3]=1[CH:9]1[C:14]([C:15]([O:17][CH3:18])=[O:16])=[C:13]([CH2:19][CH2:20][C:21]2[S:22][CH:23]=[CH:24][N:25]=2)[NH:12][C:11]([CH2:26][C:27]([N:49]2[CH2:48][CH2:47][N:46]([CH:41]3[CH2:42][CH:43]4[C:38]([CH2:34][CH2:35][CH2:36][CH3:37])([OH:52])[CH:39]([CH2:45][CH2:44]4)[CH2:40]3)[CH2:51][CH2:50]2)=[O:28])=[C:10]1[C:30]([O:32][CH3:33])=[O:31], predict the reactants needed to synthesize it. The reactants are: [Cl:1][C:2]1[CH:7]=[CH:6][CH:5]=[C:4]([Cl:8])[C:3]=1[CH:9]1[C:14]([C:15]([O:17][CH3:18])=[O:16])=[C:13]([CH2:19][CH2:20][C:21]2[S:22][CH:23]=[CH:24][N:25]=2)[NH:12][C:11]([CH2:26][C:27](O)=[O:28])=[C:10]1[C:30]([O:32][CH3:33])=[O:31].[CH2:34]([C:38]1([OH:52])[CH:43]2[CH2:44][CH2:45][CH:39]1[CH2:40][CH:41]([N:46]1[CH2:51][CH2:50][NH:49][CH2:48][CH2:47]1)[CH2:42]2)[CH2:35][CH2:36][CH3:37]. (4) Given the product [F:36][C:32]1[CH:33]=[CH:34][CH:35]=[C:2]([F:1])[C:3]=1[CH2:4][N:5]([CH:29]([CH3:31])[CH3:30])[C:6]([NH:8][C:9]1[CH:10]=[CH:11][C:12]([S:15]([N:18]2[CH2:19][CH2:20][CH:21]([CH:24]=[O:25])[CH2:22][CH2:23]2)(=[O:17])=[O:16])=[CH:13][CH:14]=1)=[O:7], predict the reactants needed to synthesize it. The reactants are: [F:1][C:2]1[CH:35]=[CH:34][CH:33]=[C:32]([F:36])[C:3]=1[CH2:4][N:5]([CH:29]([CH3:31])[CH3:30])[C:6]([NH:8][C:9]1[CH:14]=[CH:13][C:12]([S:15]([N:18]2[CH2:23][CH2:22][CH:21]([CH:24](OC)[O:25]C)[CH2:20][CH2:19]2)(=[O:17])=[O:16])=[CH:11][CH:10]=1)=[O:7].[I-].[Na+].ClC([SiH3])(Cl)Cl. (5) Given the product [CH:18]1([C:13]2[C:12]([CH2:11][O:10][C:7]3[CH:8]=[CH:9][C:4]([C:3]([NH:28][CH:25]4[CH2:27][CH2:26]4)=[O:24])=[CH:5][N:6]=3)=[C:16]([CH3:17])[O:15][N:14]=2)[CH2:19][CH2:20][CH2:21][CH2:22][CH2:23]1, predict the reactants needed to synthesize it. The reactants are: CO[C:3](=[O:24])[C:4]1[CH:9]=[CH:8][C:7]([O:10][CH2:11][C:12]2[C:13]([CH:18]3[CH2:23][CH2:22][CH2:21][CH2:20][CH2:19]3)=[N:14][O:15][C:16]=2[CH3:17])=[N:6][CH:5]=1.[CH:25]1([NH2:28])[CH2:27][CH2:26]1. (6) Given the product [Cl:19][C:20]1[CH:26]=[CH:25][C:23]([NH:24][C:5](=[O:7])[CH:4]([CH:1]2[CH2:2][CH2:3]2)[O:8][C:9]2[C:18]3[C:13](=[CH:14][CH:15]=[CH:16][CH:17]=3)[CH:12]=[CH:11][CH:10]=2)=[CH:22][CH:21]=1, predict the reactants needed to synthesize it. The reactants are: [CH:1]1([CH:4]([O:8][C:9]2[C:18]3[C:13](=[CH:14][CH:15]=[CH:16][CH:17]=3)[CH:12]=[CH:11][CH:10]=2)[C:5]([OH:7])=O)[CH2:3][CH2:2]1.[Cl:19][C:20]1[CH:26]=[CH:25][C:23]([NH2:24])=[CH:22][CH:21]=1.CCN=C=NCCCN(C)C.Cl.